Dataset: Full USPTO retrosynthesis dataset with 1.9M reactions from patents (1976-2016). Task: Predict the reactants needed to synthesize the given product. (1) The reactants are: [Cl:1][C:2]1[N:7]=[C:6]([C:8](O)=[O:9])[CH:5]=[C:4]([C:11]2[N:12]([CH3:16])[N:13]=[CH:14][CH:15]=2)[N:3]=1.[Cl-].[NH4+:18]. Given the product [Cl:1][C:2]1[N:7]=[C:6]([C:8]([NH2:18])=[O:9])[CH:5]=[C:4]([C:11]2[N:12]([CH3:16])[N:13]=[CH:14][CH:15]=2)[N:3]=1, predict the reactants needed to synthesize it. (2) The reactants are: [CH3:1][N:2]([C:11]1[CH:12]=[CH:13][CH:14]=[C:15]2[C:19]=1[NH:18][C:17]([C:20]1[S:21][C:22]([CH3:32])([CH2:25][N:26]3[CH2:31][CH2:30][NH:29][CH2:28][CH2:27]3)[CH2:23][N:24]=1)=[CH:16]2)[S:3]([C:6]1[S:7][CH:8]=[CH:9][CH:10]=1)(=[O:5])=[O:4].[C:33](OC(=O)C)(=[O:35])[CH3:34]. Given the product [C:33]([N:29]1[CH2:30][CH2:31][N:26]([CH2:25][C:22]2([CH3:32])[S:21][C:20]([C:17]3[NH:18][C:19]4[C:15]([CH:16]=3)=[CH:14][CH:13]=[CH:12][C:11]=4[N:2]([CH3:1])[S:3]([C:6]3[S:7][CH:8]=[CH:9][CH:10]=3)(=[O:5])=[O:4])=[N:24][CH2:23]2)[CH2:27][CH2:28]1)(=[O:35])[CH3:34], predict the reactants needed to synthesize it. (3) Given the product [CH3:11][O:10][C:9]1[CH:8]=[CH:7][C:4]([CH:5]=[O:6])=[CH:3][C:2]=1[O:1][CH2:16][CH2:15][CH2:14][O:13][CH3:12], predict the reactants needed to synthesize it. The reactants are: [OH:1][C:2]1[CH:3]=[C:4]([CH:7]=[CH:8][C:9]=1[O:10][CH3:11])[CH:5]=[O:6].[CH3:12][O:13][CH2:14][CH2:15][CH2:16]O.C1(P(C2C=CC=CC=2)C2C=CC=CC=2)C=CC=CC=1.N(C(OCC)=O)=NC(OCC)=O. (4) Given the product [CH:9]([N:1]1[C:5]([CH:6]=[O:7])=[CH:4][N:3]=[CH:2]1)([CH3:11])[CH3:10], predict the reactants needed to synthesize it. The reactants are: [NH:1]1[C:5]([CH:6]=[O:7])=[CH:4][N:3]=[CH:2]1.I[CH:9]([CH3:11])[CH3:10].C(=O)([O-])[O-].[K+].[K+]. (5) Given the product [N:1]12[CH2:9][CH:5]([CH2:6][CH2:7][CH2:8]1)[CH:4]([OH:10])[CH2:3][CH2:2]2, predict the reactants needed to synthesize it. The reactants are: [N:1]12[CH2:9][CH:5]([CH2:6][CH2:7][CH2:8]1)[C:4](=[O:10])[CH2:3][CH2:2]2.N1C2C(=CC(C3C=NC(O[C@@H]4[C@H]5CN(CCC5)CC4)=NC=3)=CC=2)C=C1.[BH4-].[Na+].O. (6) The reactants are: C1(P(C2C=CC=CC=2)C2C=CC=CC=2)C=CC=CC=1.CC(OC(/N=N/C(OC(C)C)=O)=O)C.[CH2:34]([O:41][C:42](=[O:71])[C@@H:43]([NH:54][C:55]([C:57]1([CH2:69]O)[CH2:61][CH2:60][CH2:59][N:58]1[C:62]([O:64][C:65]([CH3:68])([CH3:67])[CH3:66])=[O:63])=[O:56])[C@H:44]([O:46][CH2:47][C:48]1[CH:53]=[CH:52][CH:51]=[CH:50][CH:49]=1)[CH3:45])[C:35]1[CH:40]=[CH:39][CH:38]=[CH:37][CH:36]=1. Given the product [CH2:34]([O:41][C:42](=[O:71])[C@@H:43]([N:54]1[CH2:69][C:57]2([CH2:61][CH2:60][CH2:59][N:58]2[C:62]([O:64][C:65]([CH3:66])([CH3:67])[CH3:68])=[O:63])[C:55]1=[O:56])[C@H:44]([O:46][CH2:47][C:48]1[CH:49]=[CH:50][CH:51]=[CH:52][CH:53]=1)[CH3:45])[C:35]1[CH:36]=[CH:37][CH:38]=[CH:39][CH:40]=1, predict the reactants needed to synthesize it.